Dataset: Forward reaction prediction with 1.9M reactions from USPTO patents (1976-2016). Task: Predict the product of the given reaction. (1) The product is: [F:23][C:24]1[CH:31]=[CH:30][C:27]([CH2:28][N:20]2[CH2:21][CH2:22][N:17]([C:14]3[C:15]4[C:10](=[CH:9][CH:8]=[C:7]([O:6][CH3:5])[CH:16]=4)[CH:11]=[CH:12][N:13]=3)[CH2:18][CH2:19]2)=[CH:26][CH:25]=1. Given the reactants CC(C)=O.[CH3:5][O:6][C:7]1[CH:16]=[C:15]2[C:10]([CH:11]=[CH:12][N:13]=[C:14]2[N:17]2[CH2:22][CH2:21][NH:20][CH2:19][CH2:18]2)=[CH:9][CH:8]=1.[F:23][C:24]1[CH:31]=[CH:30][C:27]([CH2:28]Br)=[CH:26][CH:25]=1, predict the reaction product. (2) Given the reactants Cl[CH2:2][C:3]([C:7]1[CH:12]=[C:11]([F:13])[CH:10]=[C:9]([Cl:14])[CH:8]=1)([OH:6])[CH2:4]Cl.C(=O)(O)[O-].[Na+].[CH:20]([NH2:23])([CH3:22])[CH3:21], predict the reaction product. The product is: [Cl:14][C:9]1[CH:8]=[C:7]([C:3]2([OH:6])[CH2:4][N:23]([CH:20]([CH3:22])[CH3:21])[CH2:2]2)[CH:12]=[C:11]([F:13])[CH:10]=1. (3) Given the reactants [CH3:1][C:2]1[CH:7]=[CH:6][C:5]([C@@H:8]([NH2:10])[CH3:9])=[CH:4][CH:3]=1.[CH3:11][N:12]([CH3:30])[C:13]1[C:18]([CH3:19])=[CH:17][N:16]=[C:15]([NH:20][C@@H:21]2[CH2:26][CH2:25][C@H:24]([C:27](O)=[O:28])[CH2:23][CH2:22]2)[N:14]=1.CN(C(ON1N=NC2C=CC=NC1=2)=[N+](C)C)C.F[P-](F)(F)(F)(F)F, predict the reaction product. The product is: [C:2]1([CH3:1])[CH:7]=[CH:6][C:5]([C@@H:8]([NH:10][C:27]([C@H:24]2[CH2:23][CH2:22][C@@H:21]([NH:20][C:15]3[N:14]=[C:13]([N:12]([CH3:30])[CH3:11])[C:18]([CH3:19])=[CH:17][N:16]=3)[CH2:26][CH2:25]2)=[O:28])[CH3:9])=[CH:4][CH:3]=1. (4) Given the reactants [Cl:1][C:2]1[C:3]([CH3:52])=[C:4]([C:18]2[C:26]3[C:25]([O:27][C@H:28]([CH2:34][C:35]4[CH:40]=[CH:39][CH:38]=[CH:37][C:36]=4[OH:41])[C:29]([O:31][CH2:32][CH3:33])=[O:30])=[N:24][CH:23]=[N:22][C:21]=3[S:20][C:19]=2[C:42]2[CH:47]=[CH:46][C:45]([F:48])=[C:44]([CH2:49][O:50][CH3:51])[CH:43]=2)[CH:5]=[CH:6][C:7]=1[O:8][CH2:9][CH2:10][N:11]1[CH2:16][CH2:15][N:14]([CH3:17])[CH2:13][CH2:12]1.[CH3:53][O:54][C:55]1[N:60]=[C:59]([CH2:61]O)[CH:58]=[CH:57][N:56]=1.C1C=CC(P(C2C=CC=CC=2)C2C=CC=CC=2)=CC=1.N(C(OC(C)(C)C)=O)=NC(OC(C)(C)C)=O, predict the reaction product. The product is: [Cl:1][C:2]1[C:3]([CH3:52])=[C:4]([C:18]2[C:26]3[C:25]([O:27][C@H:28]([CH2:34][C:35]4[CH:40]=[CH:39][CH:38]=[CH:37][C:36]=4[O:41][CH2:61][C:59]4[CH:58]=[CH:57][N:56]=[C:55]([O:54][CH3:53])[N:60]=4)[C:29]([O:31][CH2:32][CH3:33])=[O:30])=[N:24][CH:23]=[N:22][C:21]=3[S:20][C:19]=2[C:42]2[CH:47]=[CH:46][C:45]([F:48])=[C:44]([CH2:49][O:50][CH3:51])[CH:43]=2)[CH:5]=[CH:6][C:7]=1[O:8][CH2:9][CH2:10][N:11]1[CH2:16][CH2:15][N:14]([CH3:17])[CH2:13][CH2:12]1.